From a dataset of Full USPTO retrosynthesis dataset with 1.9M reactions from patents (1976-2016). Predict the reactants needed to synthesize the given product. Given the product [CH3:1][C:2]1([CH3:35])[CH2:5][CH:4]([CH:6]([NH:23][C:24]2[CH:25]=[N:26][C:27]3[C:32]([CH:33]=2)=[CH:31][CH:30]=[C:29]([F:34])[CH:28]=3)[C:7]2[CH:8]=[CH:9][C:10]([C:11]([NH:13][CH2:14][CH2:15][C:16]([OH:18])=[O:17])=[O:12])=[CH:21][CH:22]=2)[CH2:3]1, predict the reactants needed to synthesize it. The reactants are: [CH3:1][C:2]1([CH3:35])[CH2:5][CH:4]([CH:6]([NH:23][C:24]2[CH:25]=[N:26][C:27]3[C:32]([CH:33]=2)=[CH:31][CH:30]=[C:29]([F:34])[CH:28]=3)[C:7]2[CH:22]=[CH:21][C:10]([C:11]([NH:13][CH2:14][CH2:15][C:16]([O:18]CC)=[O:17])=[O:12])=[CH:9][CH:8]=2)[CH2:3]1.O1CCCC1.[OH-].[Na+].Cl.